From a dataset of Forward reaction prediction with 1.9M reactions from USPTO patents (1976-2016). Predict the product of the given reaction. (1) Given the reactants [F:1][C:2]1[CH:7]=[CH:6][C:5]([S:8][CH2:9][CH:10]2[CH2:16][CH2:15][CH:14]3[CH:12]([CH2:13]3)[CH:11]2[C:17]([OH:19])=O)=[CH:4][CH:3]=1.C1CN([P+](O[N:37]2N=[N:44][C:39]3C=CC=C[C:38]2=3)(N2CCCC2)N2CCCC2)CC1.F[P-](F)(F)(F)(F)F.Cl.NCC#N.C(N(CC)CC)C.C(=O)([O-])O.[Na+], predict the reaction product. The product is: [C:38]([CH2:39][NH:44][C:17]([CH:11]1[CH:10]([CH2:9][S:8][C:5]2[CH:4]=[CH:3][C:2]([F:1])=[CH:7][CH:6]=2)[CH2:16][CH2:15][CH:14]2[CH:12]1[CH2:13]2)=[O:19])#[N:37]. (2) Given the reactants C([C@H]1CCC(=O)N1CCCCCCC(OC)=O)=O.[OH:19][CH2:20][C@H:21]1[CH2:25][CH2:24][C:23](=[O:26])[N:22]1[CH2:27][C:28]1[CH:33]=[CH:32][C:31]([CH2:34][C:35]([O:37][CH3:38])=[O:36])=[CH:30][CH:29]=1, predict the reaction product. The product is: [CH:20]([C@H:21]1[CH2:25][CH2:24][C:23](=[O:26])[N:22]1[CH2:27][C:28]1[CH:33]=[CH:32][C:31]([CH2:34][C:35]([O:37][CH3:38])=[O:36])=[CH:30][CH:29]=1)=[O:19]. (3) Given the reactants [CH2:1]([CH:4]1[CH2:9][CH2:8][CH:7]([CH:10]2[CH2:15][CH2:14][CH:13]([CH:16]=[CH:17][C:18]3[CH:23]=[C:22]([Si](C)(C)C)[C:21]([O:28][CH2:29][CH3:30])=[C:20]([F:31])[C:19]=3[C:32]([F:35])([F:34])[F:33])[CH2:12][CH2:11]2)[CH2:6][CH2:5]1)[CH2:2][CH3:3].O, predict the reaction product. The product is: [CH2:1]([CH:4]1[CH2:5][CH2:6][CH:7]([CH:10]2[CH2:11][CH2:12][CH:13]([CH:16]=[CH:17][C:18]3[CH:23]=[CH:22][C:21]([O:28][CH2:29][CH3:30])=[C:20]([F:31])[C:19]=3[C:32]([F:35])([F:33])[F:34])[CH2:14][CH2:15]2)[CH2:8][CH2:9]1)[CH2:2][CH3:3]. (4) Given the reactants [NH2:1][C:2]1[S:3][CH:4]=[C:5]([CH2:7][C:8]([O:10][CH2:11][CH3:12])=[O:9])[N:6]=1.[CH:13]1[C:18]([S:19](Cl)(=[O:21])=[O:20])=[CH:17][CH:16]=[C:15]([I:23])[CH:14]=1, predict the reaction product. The product is: [I:23][C:15]1[CH:14]=[CH:13][C:18]([S:19]([NH:1][C:2]2[S:3][CH:4]=[C:5]([CH2:7][C:8]([O:10][CH2:11][CH3:12])=[O:9])[N:6]=2)(=[O:21])=[O:20])=[CH:17][CH:16]=1.